Task: Predict the product of the given reaction.. Dataset: Forward reaction prediction with 1.9M reactions from USPTO patents (1976-2016) (1) Given the reactants Cl[C:2]1[C:3]2[C:4](=[CH:15][N:16](CC3C=CC(OC)=CC=3)[N:17]=2)[N:5]=[C:6]([C:8]2[CH:13]=[CH:12][CH:11]=[CH:10][C:9]=2[F:14])[N:7]=1.[CH3:27][O:28][C:29]1[CH:30]=[C:31]([CH:33]=[CH:34][C:35]=1[O:36][CH3:37])[NH2:32].Cl, predict the reaction product. The product is: [CH3:27][O:28][C:29]1[CH:30]=[C:31]([NH:32][C:2]2[C:3]3[NH:17][N:16]=[CH:15][C:4]=3[N:5]=[C:6]([C:8]3[CH:13]=[CH:12][CH:11]=[CH:10][C:9]=3[F:14])[N:7]=2)[CH:33]=[CH:34][C:35]=1[O:36][CH3:37]. (2) Given the reactants [C:1]([C@@H:5]1[CH2:10][CH2:9][C@H:8]([O:11][C:12]2[CH:21]=[C:20]([CH3:22])[C:19]3[C:14](=[CH:15][CH:16]=[CH:17][CH:18]=3)[C:13]=2[CH:23]=O)[CH2:7][CH2:6]1)([CH3:4])([CH3:3])[CH3:2].[CH3:25][C:26]1([C:32]([O:34][CH2:35][CH3:36])=[O:33])[CH2:31][CH2:30][NH:29][CH2:28][CH2:27]1.[BH-](OC(C)=O)(OC(C)=O)OC(C)=O.[Na+].CC(O)=O, predict the reaction product. The product is: [C:1]([C@H:5]1[CH2:6][CH2:7][C@H:8]([O:11][C:12]2[CH:21]=[C:20]([CH3:22])[C:19]3[C:14](=[CH:15][CH:16]=[CH:17][CH:18]=3)[C:13]=2[CH2:23][N:29]2[CH2:30][CH2:31][C:26]([CH3:25])([C:32]([O:34][CH2:35][CH3:36])=[O:33])[CH2:27][CH2:28]2)[CH2:9][CH2:10]1)([CH3:4])([CH3:2])[CH3:3]. (3) Given the reactants [NH2:1][C@H:2]([CH3:5])[CH2:3][OH:4].[Cl:6][CH2:7][C:8](Cl)=[O:9], predict the reaction product. The product is: [Cl:6][CH2:7][C:8]([NH:1][C@H:2]([CH3:5])[CH2:3][OH:4])=[O:9].